From a dataset of Full USPTO retrosynthesis dataset with 1.9M reactions from patents (1976-2016). Predict the reactants needed to synthesize the given product. (1) Given the product [Br:10][C:7]1[CH:8]=[CH:9][C:4]([C:2]2[CH:1]=[C:2]([C:4]3[CH:9]=[CH:8][C:7]([Br:10])=[CH:6][CH:5]=3)[CH:1]=[C:2]([C:4]3[CH:9]=[CH:8][C:7]([Br:10])=[CH:6][CH:5]=3)[CH:1]=2)=[CH:5][CH:6]=1, predict the reactants needed to synthesize it. The reactants are: [CH3:1][C:2]([C:4]1[CH:9]=[CH:8][C:7]([Br:10])=[CH:6][CH:5]=1)=O.S(=O)(=O)(O)O.S(OS([O-])(=O)=O)([O-])(=O)=O.[K+].[K+]. (2) Given the product [CH2:11]([N:10]1[C:9](=[O:13])[CH2:8][O:7][C:6]2[N:14]=[C:2]([C:29]3[CH:43]=[CH:42][C:32]([CH2:33][NH:34][C:35](=[O:41])[O:36][C:37]([CH3:38])([CH3:39])[CH3:40])=[CH:31][CH:30]=3)[C:3]([C:15]3[CH:20]=[CH:19][CH:18]=[CH:17][CH:16]=3)=[CH:4][C:5]1=2)[CH3:12], predict the reactants needed to synthesize it. The reactants are: Br[C:2]1[C:3]([C:15]2[CH:20]=[CH:19][CH:18]=[CH:17][CH:16]=2)=[CH:4][C:5]2[N:10]([CH2:11][CH3:12])[C:9](=[O:13])[CH2:8][O:7][C:6]=2[N:14]=1.CC1(C)C(C)(C)OB([C:29]2[CH:43]=[CH:42][C:32]([CH2:33][NH:34][C:35](=[O:41])[O:36][C:37]([CH3:40])([CH3:39])[CH3:38])=[CH:31][CH:30]=2)O1.C(=O)([O-])[O-].[Cs+].[Cs+]. (3) The reactants are: [CH:1]1([CH2:7][C:8]2[O:12][CH:11]=[N:10][C:9]=2[C:13]2[CH:18]=[C:17]([C:19]([CH3:22])([CH3:21])[CH3:20])[CH:16]=[C:15]([C:23]([CH3:26])([CH3:25])[CH3:24])[CH:14]=2)[CH2:6][CH2:5][CH2:4][CH2:3][CH2:2]1.[Li+].C[Si]([N-][Si](C)(C)C)(C)C.Cl[C:38]([O:40][CH2:41][CH3:42])=[O:39]. Given the product [CH:1]1([CH2:7][C:8]2[O:12][C:11]([C:38]([O:40][CH2:41][CH3:42])=[O:39])=[N:10][C:9]=2[C:13]2[CH:18]=[C:17]([C:19]([CH3:20])([CH3:22])[CH3:21])[CH:16]=[C:15]([C:23]([CH3:26])([CH3:25])[CH3:24])[CH:14]=2)[CH2:2][CH2:3][CH2:4][CH2:5][CH2:6]1, predict the reactants needed to synthesize it. (4) Given the product [CH3:17][O:16][C:12]1[C:13]([O:14][CH3:15])=[C:3]([O:2][CH3:1])[C:4]2[O:5][CH2:6][C:7](=[O:8])[C:10]=2[CH:11]=1, predict the reactants needed to synthesize it. The reactants are: [CH3:1][O:2][C:3]1[C:13]([O:14][CH3:15])=[C:12]([O:16][CH3:17])[CH:11]=[CH:10][C:4]=1[O:5][CH2:6][C:7](O)=[O:8]. (5) Given the product [CH3:1][O:2][C:3]1[N:8]2[N:9]=[C:10]([CH:12]([CH3:14])[CH3:13])[CH:11]=[C:7]2[C:6]([C:15]2[CH2:16][CH2:17][C:18](=[O:21])[NH:19][N:20]=2)=[CH:5][CH:4]=1, predict the reactants needed to synthesize it. The reactants are: [CH3:1][O:2][C:3]1[N:8]2[N:9]=[C:10]([CH:12]([CH3:14])[CH3:13])[CH:11]=[C:7]2[C:6]([C:15]2[CH:16]=[CH:17][C:18](=[O:21])[NH:19][N:20]=2)=[CH:5][CH:4]=1. (6) The reactants are: [F:1][C:2]1[CH:7]=[CH:6][CH:5]=[C:4]([F:8])[C:3]=1[S:9]([NH:12][C:13]1[C:14]([F:23])=[C:15]([CH:20]=[CH:21][CH:22]=1)[C:16](OC)=[O:17])(=[O:11])=[O:10].[Li+].C[Si]([N-][Si](C)(C)C)(C)C.[Cl:34][C:35]1[N:40]=[C:39]([CH3:41])[CH:38]=[CH:37][N:36]=1.Cl. Given the product [Cl:34][C:35]1[N:40]=[C:39]([CH2:41][C:16]([C:15]2[C:14]([F:23])=[C:13]([NH:12][S:9]([C:3]3[C:2]([F:1])=[CH:7][CH:6]=[CH:5][C:4]=3[F:8])(=[O:10])=[O:11])[CH:22]=[CH:21][CH:20]=2)=[O:17])[CH:38]=[CH:37][N:36]=1, predict the reactants needed to synthesize it.